From a dataset of Reaction yield outcomes from USPTO patents with 853,638 reactions. Predict the reaction yield, written as a fraction of the theoretical maximum amount of product (1.0 means a 100% yield; for example, 0.34 means a 34% yield). (1) The reactants are C(OC([NH:8][C:9]1[CH:14]=[CH:13][C:12]([C:15]2[S:16][CH:17]=[CH:18][CH:19]=2)=[CH:11][C:10]=1[NH:20][C:21]([C:23]1[CH:24]=[C:25]2[C:30](=[CH:31][CH:32]=1)[N:29]([C:33]([O:35][CH2:36][C:37]1[CH:38]=[N:39][CH:40]=[CH:41][CH:42]=1)=[O:34])[CH2:28][CH2:27][CH2:26]2)=[O:22])=O)(C)(C)C.C([O-])(O)=O.[Na+].[OH-].[K+]. No catalyst specified. The product is [NH2:8][C:9]1[CH:14]=[CH:13][C:12]([C:15]2[S:16][CH:17]=[CH:18][CH:19]=2)=[CH:11][C:10]=1[NH:20][C:21]([C:23]1[CH:24]=[C:25]2[C:30](=[CH:31][CH:32]=1)[N:29]([C:33]([O:35][CH2:36][C:37]1[CH:38]=[N:39][CH:40]=[CH:41][CH:42]=1)=[O:34])[CH2:28][CH2:27][CH2:26]2)=[O:22]. The yield is 0.890. (2) The reactants are [C:1]1([C:7]2[C:8](=[O:14])[NH:9][C:10](=[O:13])[NH:11][N:12]=2)[CH:6]=[CH:5][CH:4]=[CH:3][CH:2]=1.[C:15](OC(=O)C)(=[O:17])[CH3:16]. The yield is 0.643. No catalyst specified. The product is [C:15]([N:11]1[C:10](=[O:13])[NH:9][C:8](=[O:14])[C:7]([C:1]2[CH:2]=[CH:3][CH:4]=[CH:5][CH:6]=2)=[N:12]1)(=[O:17])[CH3:16]. (3) The reactants are C([O-])([O-])=O.[K+].[K+].[N+:7]([C:10]1[CH:11]=[C:12]([C:19]([F:22])([F:21])[F:20])[C:13]([CH2:16][C:17]#[N:18])=[N:14][CH:15]=1)([O-:9])=[O:8].[CH3:23]I. The catalyst is CC#N. The product is [N+:7]([C:10]1[CH:11]=[C:12]([C:19]([F:22])([F:20])[F:21])[C:13]([CH:16]([CH3:23])[C:17]#[N:18])=[N:14][CH:15]=1)([O-:9])=[O:8]. The yield is 0.347. (4) The reactants are Cl[CH2:2][C:3]1[CH:8]=[CH:7][CH:6]=[CH:5][C:4]=1[CH2:9][C:10]([OH:12])=[O:11].[NH:13]1[CH2:18][CH2:17][O:16][CH2:15][CH2:14]1. The catalyst is C1COCC1.C(OCC)(=O)C. The product is [O:16]1[CH2:17][CH2:18][N:13]([CH2:2][C:3]2[CH:8]=[CH:7][CH:6]=[CH:5][C:4]=2[CH2:9][C:10]([OH:12])=[O:11])[CH2:14][CH2:15]1. The yield is 0.870. (5) The reactants are [C:1]([O:5][C:6]([N:8]1[CH2:13][CH2:12][CH:11]([C:14]2[CH:19]=[CH:18][C:17]([NH2:20])=[C:16](Br)[N:15]=2)[CH2:10][CH2:9]1)=[O:7])([CH3:4])([CH3:3])[CH3:2].[C:22]1(B(O)O)[CH2:27][CH2:26][CH2:25][CH2:24][CH:23]=1. The catalyst is CCO.C1(C)C=CC=CC=1.C([O-])([O-])=O.[Na+].[Na+].CCOCC.[Cl-].[Na+].O.C1C=CC([P]([Pd]([P](C2C=CC=CC=2)(C2C=CC=CC=2)C2C=CC=CC=2)([P](C2C=CC=CC=2)(C2C=CC=CC=2)C2C=CC=CC=2)[P](C2C=CC=CC=2)(C2C=CC=CC=2)C2C=CC=CC=2)(C2C=CC=CC=2)C2C=CC=CC=2)=CC=1. The product is [C:1]([O:5][C:6]([N:8]1[CH2:13][CH2:12][CH:11]([C:14]2[CH:19]=[CH:18][C:17]([NH2:20])=[C:16]([C:22]3[CH2:27][CH2:26][CH2:25][CH2:24][CH:23]=3)[N:15]=2)[CH2:10][CH2:9]1)=[O:7])([CH3:4])([CH3:3])[CH3:2]. The yield is 0.740. (6) The reactants are [NH2:1][C:2]1[CH:7]=[CH:6][CH:5]=[CH:4][CH:3]=1.[CH2:8]([O:10][C:11](=[O:17])[C:12](=[N+:15]=[N-:16])[CH:13]=O)[CH3:9].O. The catalyst is CCO. The product is [CH2:8]([O:10][C:11]([C:12]1[N:15]=[N:16][N:1]([C:2]2[CH:7]=[CH:6][CH:5]=[CH:4][CH:3]=2)[CH:13]=1)=[O:17])[CH3:9]. The yield is 0.874. (7) The reactants are [CH3:1][C:2](=[N:6][OH:7])[C:3](=[O:5])[CH3:4].[Br:8][C:9]1[CH:16]=[CH:15][C:12]([CH:13]=O)=[CH:11][CH:10]=1. The catalyst is C(O)(=O)C. The product is [CH3:1][C:2]1[N+:6]([O-:7])=[C:13]([C:12]2[CH:15]=[CH:16][C:9]([Br:8])=[CH:10][CH:11]=2)[O:5][C:3]=1[CH3:4]. The yield is 0.740.